This data is from Forward reaction prediction with 1.9M reactions from USPTO patents (1976-2016). The task is: Predict the product of the given reaction. (1) Given the reactants [C:1]([Si:5]([C:17]([CH3:20])([CH3:19])[CH3:18])([OH:16])[C:6]1[CH:11]=[CH:10][C:9]([CH2:12][C:13]([OH:15])=O)=[CH:8][CH:7]=1)([CH3:4])([CH3:3])[CH3:2].Cl.CN(C)CCCN=C=NCC.[CH2:33]([NH2:40])[C:34]1[CH:39]=[CH:38][CH:37]=[CH:36][CH:35]=1, predict the reaction product. The product is: [CH2:33]([NH:40][C:13](=[O:15])[CH2:12][C:9]1[CH:10]=[CH:11][C:6]([Si:5]([C:1]([CH3:3])([CH3:4])[CH3:2])([C:17]([CH3:18])([CH3:19])[CH3:20])[OH:16])=[CH:7][CH:8]=1)[C:34]1[CH:39]=[CH:38][CH:37]=[CH:36][CH:35]=1. (2) The product is: [Br:24][CH2:20][C:27]1[S:31][CH:30]=[C:29]([C:32]#[N:33])[CH:28]=1. Given the reactants C1(P(C2C=CC=CC=2)C2C=CC=CC=2)C=CC=CC=1.[C:20]([Br:24])(Br)(Br)Br.OC[C:27]1[S:31][CH:30]=[C:29]([C:32]#[N:33])[CH:28]=1, predict the reaction product. (3) Given the reactants [F:1][C:2]([F:11])([F:10])[C:3]1[CH:8]=[CH:7][N:6]=[C:5]([SH:9])[N:4]=1.[OH-].[Na+].CI.[CH2:16](Cl)Cl, predict the reaction product. The product is: [CH3:16][S:9][C:5]1[N:4]=[C:3]([C:2]([F:10])([F:1])[F:11])[CH:8]=[CH:7][N:6]=1. (4) Given the reactants CC([S@@]([NH:7][C@@H:8]([CH:10]1[CH2:15][CH2:14][O:13][CH2:12][CH2:11]1)[CH3:9])=O)(C)C.Cl, predict the reaction product. The product is: [O:13]1[CH2:14][CH2:15][CH:10]([C@H:8]([NH2:7])[CH3:9])[CH2:11][CH2:12]1. (5) The product is: [F:28][C:4]1[CH:3]=[C:2]([S:39][CH3:38])[CH:7]=[CH:6][C:5]=1[CH:8]1[CH2:13][C:12]([S:15]([C:18]2[CH:23]=[CH:22][CH:21]=[C:20]([O:24][CH:25]([CH3:27])[CH3:26])[CH:19]=2)(=[O:17])=[O:16])([CH3:14])[CH2:11][CH2:10][O:9]1. Given the reactants Br[C:2]1[CH:7]=[CH:6][C:5]([CH:8]2[CH2:13][C:12]([S:15]([C:18]3[CH:23]=[CH:22][CH:21]=[C:20]([O:24][CH:25]([CH3:27])[CH3:26])[CH:19]=3)(=[O:17])=[O:16])([CH3:14])[CH2:11][CH2:10][O:9]2)=[C:4]([F:28])[CH:3]=1.CCN(C(C)C)C(C)C.[CH3:38][S-:39].[Na+].CC1(C)C2C(=C(P(C3C=CC=CC=3)C3C=CC=CC=3)C=CC=2)OC2C(P(C3C=CC=CC=3)C3C=CC=CC=3)=CC=CC1=2, predict the reaction product. (6) Given the reactants COCCN(S(F)(F)[F:11])CCOC.[N:14]([CH:17]1[CH2:23][CH2:22][O:21][CH:20]([C:24]2[N:25]([CH3:32])[N:26]=[CH:27][C:28]=2[N+:29]([O-:31])=[O:30])[CH2:19][CH:18]1O)=[N+:15]=[N-:16].C([O-])(O)=O.[Na+], predict the reaction product. The product is: [N:14]([CH:17]1[CH2:23][CH2:22][O:21][CH:20]([C:24]2[N:25]([CH3:32])[N:26]=[CH:27][C:28]=2[N+:29]([O-:31])=[O:30])[CH2:19][CH:18]1[F:11])=[N+:15]=[N-:16]. (7) Given the reactants C(N([CH2:6][CH3:7])CC)C.Cl.[O:9]1[CH2:13][CH2:12][CH:11]([CH2:14][NH2:15])[CH2:10]1.[O:16]1[CH2:20][CH2:19][CH2:18][CH2:17]1.Cl.C(N=C=N[CH2:27][CH2:28][CH2:29]N(C)C)C, predict the reaction product. The product is: [O:9]1[CH2:13][CH2:12][CH:11]([CH2:14][NH:15][C:17](=[O:16])/[CH:18]=[CH:19]/[CH2:20][CH2:27][CH2:28][CH2:29][CH2:6][CH3:7])[CH2:10]1.